Dataset: Catalyst prediction with 721,799 reactions and 888 catalyst types from USPTO. Task: Predict which catalyst facilitates the given reaction. (1) Reactant: [CH2:1]([N:3]1[C:11]2[CH:10]=[C:9]([NH:12][C:13](=[O:23])C3C=CC(C(C)=C)=CC=3)[N:8]=[CH:7][C:6]=2[CH:5]=[CH:4]1)[CH3:2].[OH2:24].CC[C@@H]1[C@@H]2C[C@H]([C@@H:60]([O:59]C3C4C(=CC=CC=4)C([O:59][C@@H:60]([C:71]4[CH:80]=CN=[C:77]5[C:72]=4[CH:73]=[C:74](OC)[CH:75]=[CH:76]5)[C@@H]4N5C[C@H](CC)[C@@H](CC5)C4)=NN=3)[C:71]3[CH:80]=CN=[C:77]4[C:72]=3[CH:73]=[C:74](OC)[CH:75]=[CH:76]4)N(CC2)C1. Product: [OH:59][CH2:60][C@@:71]([C:72]1[CH:73]=[CH:74][C:75]([C:13]([NH:12][C:9]2[N:8]=[CH:7][C:6]3[CH:5]=[CH:4][N:3]([CH2:1][CH3:2])[C:11]=3[CH:10]=2)=[O:23])=[CH:76][CH:77]=1)([OH:24])[CH3:80]. The catalyst class is: 107. (2) Reactant: [CH:1]1([CH2:7][CH2:8][CH2:9][O:10][C:11]2[CH:16]=[CH:15][C:14]([CH2:17][CH2:18][CH2:19][O:20][C:21]3[CH:26]=[CH:25][C:24]([C:27]([O:29]CC)=[O:28])=[CH:23][C:22]=3[CH2:32][C:33]([N:35]3[CH2:40][CH2:39][CH:38]([C:41]([O:43]C)=[O:42])[CH2:37][CH2:36]3)=[O:34])=[CH:13][CH:12]=2)[CH2:6][CH2:5][CH2:4][CH2:3][CH2:2]1.[OH-].[Na+]. Product: [C:27]([C:24]1[CH:25]=[CH:26][C:21]([O:20][CH2:19][CH2:18][CH2:17][C:14]2[CH:15]=[CH:16][C:11]([O:10][CH2:9][CH2:8][CH2:7][CH:1]3[CH2:6][CH2:5][CH2:4][CH2:3][CH2:2]3)=[CH:12][CH:13]=2)=[C:22]([CH2:32][C:33]([N:35]2[CH2:40][CH2:39][CH:38]([C:41]([OH:43])=[O:42])[CH2:37][CH2:36]2)=[O:34])[CH:23]=1)([OH:29])=[O:28]. The catalyst class is: 83. (3) The catalyst class is: 47. Product: [Cl:6][C:7]1[C:8]2[N:9]([C:15]([C@@H:17]3[CH2:25][CH2:24][C@@H:23]4[N:19]([C:20](=[O:26])[CH2:21][CH2:22]4)[CH2:18]3)=[N:14][CH:13]=2)[CH:10]=[CH:11][N:12]=1. Reactant: O=P(Cl)(Cl)Cl.[Cl:6][C:7]1[C:8]([CH2:13][NH:14][C:15]([C@@H:17]2[CH2:25][CH2:24][C@@H:23]3[N:19]([C:20](=[O:26])[CH2:21][CH2:22]3)[CH2:18]2)=O)=[N:9][CH:10]=[CH:11][N:12]=1.CN(C=O)C.C([O-])(O)=O.[Na+]. (4) Reactant: [C:1]([O:5][C:6]([N:8]1[CH2:13][CH2:12][CH:11]([NH2:14])[CH2:10][CH2:9]1)=[O:7])([CH3:4])([CH3:3])[CH3:2].[C:15](O)(=O)[CH3:16].[C:19](#N)C. Product: [C:1]([O:5][C:6]([N:8]1[CH2:13][CH2:12][CH:11]([NH:14][CH:15]([CH3:16])[CH3:19])[CH2:10][CH2:9]1)=[O:7])([CH3:4])([CH3:2])[CH3:3]. The catalyst class is: 21. (5) Reactant: C(NC(C)C)(C)C.[Li]CCCC.[CH2:13]([O:15][C:16]([CH:18]1[CH2:23][CH2:22][CH2:21][N:20]([C:24]([O:26][CH:27]2[CH:34]3[CH2:35][CH:30]4[CH2:31][CH:32]([CH2:36][CH:28]2[CH2:29]4)[CH2:33]3)=[O:25])[CH2:19]1)=[O:17])[CH3:14].[CH3:37][O:38][C:39]1[CH:46]=[CH:45][CH:44]=[CH:43][C:40]=1[CH2:41]Br. Product: [CH2:13]([O:15][C:16]([C:18]1([CH2:41][C:40]2[CH:43]=[CH:44][CH:45]=[CH:46][C:39]=2[O:38][CH3:37])[CH2:23][CH2:22][CH2:21][N:20]([C:24]([O:26][CH:27]2[CH:28]3[CH2:29][CH:30]4[CH2:31][CH:32]([CH2:33][CH:34]2[CH2:35]4)[CH2:36]3)=[O:25])[CH2:19]1)=[O:17])[CH3:14]. The catalyst class is: 1. (6) Reactant: [CH:1](B(O)O)=[CH2:2].[CH3:6][O:7][C:8]([C:10]1[N:11]=[C:12]2[C:17](Br)=[CH:16][C:15]([C:19]3[CH:24]=[CH:23][CH:22]=[CH:21][CH:20]=3)=[CH:14][N:13]2[CH:25]=1)=[O:9].[O-]P([O-])([O-])=O.[K+].[K+].[K+].O1CCOC[CH2:35]1. Product: [CH3:6][O:7][C:8]([C:10]1[N:11]=[C:12]2[C:17]([C:1]([CH3:2])=[CH2:35])=[CH:16][C:15]([C:19]3[CH:24]=[CH:23][CH:22]=[CH:21][CH:20]=3)=[CH:14][N:13]2[CH:25]=1)=[O:9]. The catalyst class is: 518.